Dataset: Full USPTO retrosynthesis dataset with 1.9M reactions from patents (1976-2016). Task: Predict the reactants needed to synthesize the given product. Given the product [CH:1](=[N:9][C:10]1[CH:15]=[CH:14][N:13]=[C:12]([F:16])[CH:11]=1)[C:2]1[CH:7]=[CH:6][CH:5]=[CH:4][CH:3]=1, predict the reactants needed to synthesize it. The reactants are: [CH:1](=O)[C:2]1[CH:7]=[CH:6][CH:5]=[CH:4][CH:3]=1.[NH2:9][C:10]1[CH:15]=[CH:14][N:13]=[C:12]([F:16])[CH:11]=1.